This data is from Full USPTO retrosynthesis dataset with 1.9M reactions from patents (1976-2016). The task is: Predict the reactants needed to synthesize the given product. (1) Given the product [Br:32][C:33]1[CH:34]=[C:35]2[C:40](=[CH:41][CH:42]=1)[C:39](=[CH2:2])[CH2:38][CH2:37][CH2:36]2, predict the reactants needed to synthesize it. The reactants are: [I-].[CH3:2][P+](C1C=CC=CC=1)(C1C=CC=CC=1)C1C=CC=CC=1.C[Si](C)(C)[N-][Si](C)(C)C.[K+].[Br:32][C:33]1[CH:34]=[C:35]2[C:40](=[CH:41][CH:42]=1)[C:39](=O)[CH2:38][CH2:37][CH2:36]2.[Cl-].[NH4+]. (2) Given the product [C:10]([O:9][C:7](=[O:8])[NH:1][C@@H:2]([CH3:3])[C:4]([NH:21][CH2:14][O:15][CH3:26])=[O:6])([CH3:13])([CH3:12])[CH3:11], predict the reactants needed to synthesize it. The reactants are: [NH:1]([C:7]([O:9][C:10]([CH3:13])([CH3:12])[CH3:11])=[O:8])[C@H:2]([C:4]([OH:6])=O)[CH3:3].[C:14]([N:21]1C=CN=C1)(N1C=CN=C1)=[O:15].[CH2:26](N(CC)CC)C.Cl.CNOC. (3) Given the product [NH:20]1[CH:21]=[CH:22][C:18]([C:15]2[CH:16]=[CH:17][C:12]([OH:11])=[CH:13][CH:14]=2)=[N:19]1, predict the reactants needed to synthesize it. The reactants are: NC(C(O)=O)CCSC.C[O:11][C:12]1[CH:17]=[CH:16][C:15]([C:18]2[CH:22]=[CH:21][NH:20][N:19]=2)=[CH:14][CH:13]=1.CS(O)(=O)=O.[OH-].[Na+].